Dataset: Drug-target binding data from BindingDB using IC50 measurements. Task: Regression. Given a target protein amino acid sequence and a drug SMILES string, predict the binding affinity score between them. We predict pIC50 (pIC50 = -log10(IC50 in M); higher means more potent). Dataset: bindingdb_ic50. (1) The compound is N#Cc1cnc2c(Cl)cc(NCc3cnc[nH]3)cc2c1Nc1ccc(F)c(Cl)c1. The target protein (P29678) has sequence MPKKKPTPIQLNPAPDGSAVNGTSSAETNLEALQKKLEELELDEQQRKRLEAFLTQKQKVGELKDDDFEKISELGAGNGGVVFKVSHKPSGLVMARKLIHLEIKPAIRNQIIRELQVLHECNSPYIVGFYGAFYSDGEISICMEHMDGGSLDQVLKKAGRIPEQILGKVSIAVIKGLTYLREKHKIMHRDVKPSNILVNSRGEIKLCDFGVSGQLIDSMANSFVGTRSYMSPERLQGTHYSVQSDIWSMGLSLVEMAVGRYPIPPPDAKELELMFGCQVEGDAAETPPRPRTPGRPLSSYGMDSRPPMAIFELLDYIVNEPPPKLPSAVFSLEFQDFVNKCLIKNPAERADLKQLMVHAFIKRSDAEEVDFAGWLCSTIGLNQPSTPTHAAGV. The pIC50 is 4.4. (2) The pIC50 is 8.4. The target protein sequence is NPFAPDRPPETHADYLLRTGQVVDISDTIYPRNPAMCSEEARLKSFQNWPDYAHLTPRELASAGLYYTGADDQVQCFACGGKLKNWEPGDRAWSEHRRHFPNCFFVLGRNVNVRSESGVSSDRNFPNSTNSPRNPAMAEYEARIVTFGTWTSSVNKEQLARAGFYALGEGDKVKCFHCGGGLTDWKPSEDPWEQHAKWYPGCKYLLDEKGQEYINNIHLTHSLEESLGRTAE. The small molecule is CN[C@@H](C)C(=O)NC(Cc1ccc(C#CC(=O)NC2C[C@@H](C(=O)NC3CCCc4ccccc43)N(C(=O)[C@@H](NC(=O)[C@H](C)NC)C(C)(C)C)C2)cc1)C(=O)N1C[Si](C)(C)C[C@H]1C(=O)NC1CCCc2ccccc21. (3) The drug is c1cn(CC2CCCCC2)cn1. The target protein (P00183) has sequence MTTETIQSNANLAPLPPHVPEHLVFDFDMYNPSNLSAGVQEAWAVLQESNVPDLVWTRCNGGHWIATRGQLIREAYEDYRHFSSECPFIPREAGEAYDFIPTSMDPPEQRQFRALANQVVGMPVVDKLENRIQELACSLIESLRPQGQCNFTEDYAEPFPIRIFMLLAGLPEEDIPHLKYLTDQMTRPDGSMTFAEAKEALYDYLIPIIEQRRQKPGTDAISIVANGQVNGRPITSDEAKRMCGLLLVGGLDTVVNFLSFSMEFLAKSPEHRQELIERPERIPAACEELLRRFSLVADGRILTSDYEFHGVQLKKGDQILLPQMLSGLDERENACPMHVDFSRQKVSHTTFGHGSHLCLGQHLARREIIVTLKEWLTRIPDFSIAPGAQIQHKSGIVSGVQALPLVWDPATTKAV. The pIC50 is 5.8.